Dataset: Forward reaction prediction with 1.9M reactions from USPTO patents (1976-2016). Task: Predict the product of the given reaction. (1) Given the reactants [O:1]1[CH2:6][CH2:5][CH:4]=[C:3]([O:7][Si](C)(C)C)[CH2:2]1.C[Li].C(OCC)C.[F:19][C:20]([F:27])([F:26])[C:21](OCC)=[O:22], predict the reaction product. The product is: [F:19][C:20]([F:27])([F:26])[C:21]([CH:4]1[CH2:5][CH2:6][O:1][CH2:2][C:3]1=[O:7])=[O:22]. (2) Given the reactants [C:1]([S-:3])#[N:2].[K+].[C:5](Cl)(=[O:12])[C:6]1[CH:11]=[CH:10][CH:9]=[CH:8][CH:7]=1.[CH:14]1([NH2:17])[CH2:16][CH2:15]1, predict the reaction product. The product is: [CH2:5]([O:12][NH:2][C:1]([NH:17][CH:14]1[CH2:16][CH2:15]1)=[S:3])[C:6]1[CH:11]=[CH:10][CH:9]=[CH:8][CH:7]=1. (3) Given the reactants [CH3:1][O:2][CH2:3][O:4][C:5]1[CH:6]=[C:7]([CH2:15][OH:16])[CH:8]=[C:9]([O:11][CH2:12][O:13][CH3:14])[CH:10]=1.N1C=CN=C1.[CH3:22][C:23]([Si:26](Cl)([CH3:28])[CH3:27])([CH3:25])[CH3:24], predict the reaction product. The product is: [CH3:1][O:2][CH2:3][O:4][C:5]1[CH:6]=[C:7]([CH:8]=[C:9]([O:11][CH2:12][O:13][CH3:14])[CH:10]=1)[CH2:15][O:16][Si:26]([C:23]([CH3:25])([CH3:24])[CH3:22])([CH3:28])[CH3:27]. (4) The product is: [C:19]1([N:25]2[CH2:30][CH2:29][N:28]([CH2:14][CH2:13][CH2:12][C:11]3[N:7]([C:1]4[CH:6]=[CH:5][CH:4]=[CH:3][CH:2]=4)[N:8]=[C:9]([CH:16]([CH3:18])[CH3:17])[CH:10]=3)[CH2:27][CH2:26]2)[CH:24]=[CH:23][CH:22]=[CH:21][CH:20]=1. Given the reactants [C:1]1([N:7]2[C:11]([CH2:12][CH2:13][CH:14]=O)=[CH:10][C:9]([CH:16]([CH3:18])[CH3:17])=[N:8]2)[CH:6]=[CH:5][CH:4]=[CH:3][CH:2]=1.[C:19]1([N:25]2[CH2:30][CH2:29][NH:28][CH2:27][CH2:26]2)[CH:24]=[CH:23][CH:22]=[CH:21][CH:20]=1.CCN(C(C)C)C(C)C.[BH-](OC(C)=O)(OC(C)=O)OC(C)=O.[Na+], predict the reaction product. (5) Given the reactants Br[C:2]1[N:7]=[C:6]([C:8]([NH:10][C:11]2[CH:12]=[N:13][CH:14]=[CH:15][C:16]=2[C@@H:17]2[CH2:22][C@H:21]([CH3:23])[CH2:20][C@H:19]([NH:24][C:25](=[O:31])[O:26][C:27]([CH3:30])([CH3:29])[CH3:28])[CH2:18]2)=[O:9])[CH:5]=[CH:4][C:3]=1[F:32].[F:33][C:34]1[C:39]([CH:40]=[O:41])=[CH:38][CH:37]=[C:36]([F:42])[C:35]=1B(O)O, predict the reaction product. The product is: [F:33][C:34]1[C:39]([CH:40]=[O:41])=[CH:38][CH:37]=[C:36]([F:42])[C:35]=1[C:2]1[N:7]=[C:6]([C:8]([NH:10][C:11]2[CH:12]=[N:13][CH:14]=[CH:15][C:16]=2[C@@H:17]2[CH2:22][C@H:21]([CH3:23])[CH2:20][C@H:19]([NH:24][C:25](=[O:31])[O:26][C:27]([CH3:29])([CH3:28])[CH3:30])[CH2:18]2)=[O:9])[CH:5]=[CH:4][C:3]=1[F:32]. (6) Given the reactants CC1C=C(C)C=C(C)C=1S([O-])(=O)=O.[NH2:14][N+:15]1[CH:20]=[C:19]([CH2:21][OH:22])[CH:18]=[CH:17][C:16]=1[O:23][CH3:24].[CH2:25]([O:27][C:28](=[O:39])[C:29]#[C:30][CH2:31][O:32][CH:33]1[CH2:38][CH2:37][CH2:36][CH2:35][O:34]1)[CH3:26].C(=O)([O-])[O-].[K+].[K+].O, predict the reaction product. The product is: [CH2:25]([O:27][C:28]([C:29]1[C:30]([CH2:31][O:32][CH:33]2[CH2:38][CH2:37][CH2:36][CH2:35][O:34]2)=[N:14][N:15]2[C:16]([O:23][CH3:24])=[CH:17][CH:18]=[C:19]([CH2:21][OH:22])[C:20]=12)=[O:39])[CH3:26]. (7) Given the reactants ClC1C=CC(C[N:7]2[C:15]3[C:14](=[O:16])[N:13]([CH2:17][CH2:18][CH2:19][O:20][CH:21]4[CH2:26][CH2:25][CH2:24][CH2:23][O:22]4)[C:12](=[O:27])[N:11]([CH3:28])[C:10]=3[N:9]=[C:8]2[O:29][CH:30]2[CH2:34][CH2:33][CH2:32][CH2:31]2)=CC=1.C([O-])=O.[NH4+], predict the reaction product. The product is: [CH:30]1([O:29][C:8]2[NH:7][C:15]3[C:14](=[O:16])[N:13]([CH2:17][CH2:18][CH2:19][O:20][CH:21]4[CH2:26][CH2:25][CH2:24][CH2:23][O:22]4)[C:12](=[O:27])[N:11]([CH3:28])[C:10]=3[N:9]=2)[CH2:31][CH2:32][CH2:33][CH2:34]1.